Dataset: Reaction yield outcomes from USPTO patents with 853,638 reactions. Task: Predict the reaction yield, written as a fraction of the theoretical maximum amount of product (1.0 means a 100% yield; for example, 0.34 means a 34% yield). The reactants are [CH3:1][C:2]1[O:8][C:5]([CH2:6][NH2:7])=[CH:4][CH:3]=1.F[C:10]1[CH:18]=[N:17][CH:16]=[CH:15][C:11]=1[C:12]([OH:14])=[O:13]. No catalyst specified. The product is [CH3:1][C:2]1[O:8][C:5]([CH2:6][NH:7][C:15]2[CH:16]=[N:17][CH:18]=[CH:10][C:11]=2[C:12]([OH:14])=[O:13])=[CH:4][CH:3]=1. The yield is 0.340.